This data is from Peptide-MHC class I binding affinity with 185,985 pairs from IEDB/IMGT. The task is: Regression. Given a peptide amino acid sequence and an MHC pseudo amino acid sequence, predict their binding affinity value. This is MHC class I binding data. (1) The peptide sequence is FLRKNQRAL. The MHC is HLA-C03:03 with pseudo-sequence YYAGYREKYRQTDVSNLYIRYDYYTWAELAYLWY. The binding affinity (normalized) is 0.635. (2) The peptide sequence is KETINEEAA. The MHC is HLA-A01:01 with pseudo-sequence HLA-A01:01. The binding affinity (normalized) is 0. (3) The peptide sequence is IAGFIEGGW. The MHC is HLA-B08:02 with pseudo-sequence HLA-B08:02. The binding affinity (normalized) is 0.0847. (4) The peptide sequence is ESKAKQLCY. The MHC is HLA-A33:01 with pseudo-sequence HLA-A33:01. The binding affinity (normalized) is 0. (5) The peptide sequence is QLMCQPILLL. The MHC is HLA-A68:02 with pseudo-sequence HLA-A68:02. The binding affinity (normalized) is 0.284. (6) The peptide sequence is DEHLRGFSM. The MHC is HLA-A24:02 with pseudo-sequence HLA-A24:02. The binding affinity (normalized) is 0. (7) The peptide sequence is STVDEQIQWM. The MHC is Mamu-A02 with pseudo-sequence Mamu-A02. The binding affinity (normalized) is 0.332. (8) The peptide sequence is ATDALMTGY. The MHC is HLA-A68:01 with pseudo-sequence HLA-A68:01. The binding affinity (normalized) is 0.